This data is from Forward reaction prediction with 1.9M reactions from USPTO patents (1976-2016). The task is: Predict the product of the given reaction. Given the reactants [Cl:1][C:2]1[C:3]([CH3:26])=[C:4]([CH:13]2[CH2:18][CH2:17][N:16]([C:19]([O:21][C:22]([CH3:25])([CH3:24])[CH3:23])=[O:20])[CH2:15][CH2:14]2)[C:5]([O:11][CH3:12])=[C:6]([CH:8](Cl)[CH3:9])[CH:7]=1.[CH3:27][C:28]1[C:36]2[C:31](=[N:32][CH:33]=[N:34][C:35]=2[NH2:37])[NH:30][N:29]=1, predict the reaction product. The product is: [NH2:37][C:35]1[N:34]=[CH:33][N:32]=[C:31]2[N:30]([CH:8]([C:6]3[C:5]([O:11][CH3:12])=[C:4]([CH:13]4[CH2:14][CH2:15][N:16]([C:19]([O:21][C:22]([CH3:25])([CH3:24])[CH3:23])=[O:20])[CH2:17][CH2:18]4)[C:3]([CH3:26])=[C:2]([Cl:1])[CH:7]=3)[CH3:9])[N:29]=[C:28]([CH3:27])[C:36]=12.